This data is from Full USPTO retrosynthesis dataset with 1.9M reactions from patents (1976-2016). The task is: Predict the reactants needed to synthesize the given product. (1) Given the product [F:8][C:6]1[CH:5]=[C:4]([C@H:9]2[CH2:13][O:12][C:11]([CH3:15])([CH3:14])[N:10]2[C:16]([O:18][C:19]([CH3:22])([CH3:21])[CH3:20])=[O:17])[CH:3]=[C:2]([S:33][CH3:32])[CH:7]=1, predict the reactants needed to synthesize it. The reactants are: Br[C:2]1[CH:3]=[C:4]([C@H:9]2[CH2:13][O:12][C:11]([CH3:15])([CH3:14])[N:10]2[C:16]([O:18][C:19]([CH3:22])([CH3:21])[CH3:20])=[O:17])[CH:5]=[C:6]([F:8])[CH:7]=1.CCN(C(C)C)C(C)C.[CH3:32][S-:33].[Na+].CCOC(C)=O. (2) Given the product [CH3:1][NH:2][CH2:3][C:4]1[CH:9]=[CH:8][CH:7]=[CH:6][C:5]=1[O:10][C:11]1[CH:16]=[CH:15][CH:14]=[CH:13][CH:12]=1, predict the reactants needed to synthesize it. The reactants are: [CH3:1][NH:2][C:3](=O)[C:4]1[CH:9]=[CH:8][CH:7]=[CH:6][C:5]=1[O:10][C:11]1[CH:16]=[CH:15][CH:14]=[CH:13][CH:12]=1.[BH4-].[Na+].II.CO. (3) Given the product [CH3:22][O:23][C:24]1[CH:25]=[C:26]([CH2:27][N:7]2[CH2:8][CH:4]3[CH:5]([CH2:1][N:2]([C:9]4[CH:10]=[CH:11][C:12]5[N:13]([C:15]([C:18]([F:20])([F:21])[F:19])=[N:16][N:17]=5)[N:14]=4)[CH2:3]3)[CH2:6]2)[CH:29]=[CH:30][CH:31]=1, predict the reactants needed to synthesize it. The reactants are: [CH2:1]1[CH:5]2[CH2:6][NH:7][CH2:8][CH:4]2[CH2:3][N:2]1[C:9]1[CH:10]=[CH:11][C:12]2[N:13]([C:15]([C:18]([F:21])([F:20])[F:19])=[N:16][N:17]=2)[N:14]=1.[CH3:22][O:23][C:24]1[CH:25]=[C:26]([CH:29]=[CH:30][CH:31]=1)[CH:27]=O. (4) Given the product [CH3:17][O:16][C:10]1[CH:9]=[C:8]([C:5]2[N:6]=[CH:7][C:2](/[CH:20]=[CH:19]/[C:18]([O:22][C:23]([CH3:26])([CH3:25])[CH3:24])=[O:21])=[CH:3][CH:4]=2)[CH:13]=[CH:12][C:11]=1[O:14][CH3:15], predict the reactants needed to synthesize it. The reactants are: Br[C:2]1[CH:3]=[CH:4][C:5]([C:8]2[CH:13]=[CH:12][C:11]([O:14][CH3:15])=[C:10]([O:16][CH3:17])[CH:9]=2)=[N:6][CH:7]=1.[C:18]([O:22][C:23]([CH3:26])([CH3:25])[CH3:24])(=[O:21])[CH:19]=[CH2:20].CCN(C(C)C)C(C)C.